From a dataset of NCI-60 drug combinations with 297,098 pairs across 59 cell lines. Regression. Given two drug SMILES strings and cell line genomic features, predict the synergy score measuring deviation from expected non-interaction effect. Drug 1: CC1OCC2C(O1)C(C(C(O2)OC3C4COC(=O)C4C(C5=CC6=C(C=C35)OCO6)C7=CC(=C(C(=C7)OC)O)OC)O)O. Drug 2: CN(C)C1=NC(=NC(=N1)N(C)C)N(C)C. Cell line: SNB-19. Synergy scores: CSS=46.5, Synergy_ZIP=7.46, Synergy_Bliss=6.12, Synergy_Loewe=-25.7, Synergy_HSA=4.87.